From a dataset of Full USPTO retrosynthesis dataset with 1.9M reactions from patents (1976-2016). Predict the reactants needed to synthesize the given product. (1) Given the product [CH2:19]([N:1]1[C:5]2[CH:6]=[CH:7][CH:8]=[CH:9][C:4]=2[N:3]=[C:2]1[CH2:10][C:11]#[N:12])[CH3:20], predict the reactants needed to synthesize it. The reactants are: [NH:1]1[C:5]2[CH:6]=[CH:7][CH:8]=[CH:9][C:4]=2[N:3]=[C:2]1[CH2:10][C:11]#[N:12].C(=O)([O-])[O-].[Cs+].[Cs+].[CH2:19](I)[CH3:20]. (2) Given the product [Br:1][C:2]1[CH:7]=[C:6]([CH3:8])[C:5]([O:9][CH2:14][CH2:13][C:12]([CH3:27])([OH:11])[CH3:26])=[C:4]([CH3:10])[CH:3]=1, predict the reactants needed to synthesize it. The reactants are: [Br:1][C:2]1[CH:7]=[C:6]([CH3:8])[C:5]([OH:9])=[C:4]([CH3:10])[CH:3]=1.[OH:11][C:12]([CH3:27])([CH3:26])[CH2:13][CH2:14]OS(C1C=CC(C)=CC=1)(=O)=O.C(=O)([O-])[O-].[K+].[K+].O. (3) Given the product [CH2:27]([O:1][C:2]1[N:7]=[C:6]([O:8][C@H:9]2[CH2:13][N:12]([C:14]([O:16][C:17]([CH3:18])([CH3:19])[CH3:20])=[O:15])[C@H:11]([C:21]([O:23][CH3:24])=[O:22])[CH2:10]2)[CH:5]=[CH:4][CH:3]=1)[CH:26]=[CH2:25], predict the reactants needed to synthesize it. The reactants are: [OH:1][C:2]1[N:7]=[C:6]([O:8][C@H:9]2[CH2:13][N:12]([C:14]([O:16][C:17]([CH3:20])([CH3:19])[CH3:18])=[O:15])[C@H:11]([C:21]([O:23][CH3:24])=[O:22])[CH2:10]2)[CH:5]=[CH:4][CH:3]=1.[CH2:25](Br)[CH:26]=[CH2:27].C(=O)([O-])[O-].[Cs+].[Cs+].